From a dataset of Forward reaction prediction with 1.9M reactions from USPTO patents (1976-2016). Predict the product of the given reaction. (1) Given the reactants [S:1](=[O:5])(=[O:4])([OH:3])[OH:2].[Cl:6][C:7]1[CH:12]=[CH:11][CH:10]=[CH:9][C:8]=1[CH2:13][CH2:14][NH:15][CH2:16][CH2:17][CH2:18][S:19][CH2:20][CH2:21][NH:22][CH2:23][C@@H:24]([C:26]1[C:34]2[S:33][C:32](=[O:35])[NH:31][C:30]=2[C:29]([OH:36])=[CH:28][CH:27]=1)[OH:25], predict the reaction product. The product is: [S:1]([OH:5])([OH:4])(=[O:3])=[O:2].[Cl:6][C:7]1[CH:12]=[CH:11][CH:10]=[CH:9][C:8]=1[CH2:13][CH2:14][NH:15][CH2:16][CH2:17][CH2:18][S:19][CH2:20][CH2:21][NH:22][CH2:23][C@@H:24]([C:26]1[C:34]2[S:33][C:32](=[O:35])[NH:31][C:30]=2[C:29]([OH:36])=[CH:28][CH:27]=1)[OH:25]. (2) The product is: [CH3:42][C:34]1[N:33]([CH:27]2[CH2:28][C@H:29]3[N:32]([CH2:2][CH2:3][C:4]4([C:17]5[CH:18]=[CH:19][CH:20]=[CH:21][CH:22]=5)[O:9][CH2:8][CH2:7][N:6]([C:10]([O:12][C:13]([CH3:16])([CH3:15])[CH3:14])=[O:11])[CH2:5]4)[C@H:25]([CH2:31][CH2:30]3)[CH2:26]2)[C:37]2[CH:38]=[CH:39][CH:40]=[CH:41][C:36]=2[N:35]=1. Given the reactants O=[CH:2][CH2:3][C:4]1([C:17]2[CH:22]=[CH:21][CH:20]=[CH:19][CH:18]=2)[O:9][CH2:8][CH2:7][N:6]([C:10]([O:12][C:13]([CH3:16])([CH3:15])[CH3:14])=[O:11])[CH2:5]1.Cl.Cl.[C@@H:25]12[NH:32][C@@H:29]([CH2:30][CH2:31]1)[CH2:28][CH:27]([N:33]1[C:37]3[CH:38]=[CH:39][CH:40]=[CH:41][C:36]=3[N:35]=[C:34]1[CH3:42])[CH2:26]2.C(N(C(C)C)CC)(C)C.C(O[BH-](OC(=O)C)OC(=O)C)(=O)C.[Na+], predict the reaction product. (3) Given the reactants [N:1]1([C:6]2[CH:13]=[CH:12][C:9]([C:10]#N)=[CH:8][CH:7]=2)[CH:5]=[CH:4][N:3]=[N:2]1.S(=O)(=O)(O)[OH:15].[OH2:19], predict the reaction product. The product is: [N:1]1([C:6]2[CH:13]=[CH:12][C:9]([C:10]([OH:15])=[O:19])=[CH:8][CH:7]=2)[CH:5]=[CH:4][N:3]=[N:2]1.